This data is from Reaction yield outcomes from USPTO patents with 853,638 reactions. The task is: Predict the reaction yield, written as a fraction of the theoretical maximum amount of product (1.0 means a 100% yield; for example, 0.34 means a 34% yield). (1) The reactants are I[C:2]1[CH:3]=[C:4]([C:8]2[N:9]=[N:10][N:11]([CH2:13][C:14]3[CH:22]=[CH:21][C:17]([C:18]([OH:20])=[O:19])=[CH:16][CH:15]=3)[N:12]=2)[CH:5]=[CH:6][CH:7]=1.C(N(C(C)C)CC)(C)C.[C:32]1([CH2:38][C:39]#[CH:40])[CH:37]=[CH:36][CH:35]=[CH:34][CH:33]=1. The catalyst is CN(C)C=O.C(OCC)(=O)C.Cl.[Cu]I.[Pd](Cl)Cl.C1(P(C2C=CC=CC=2)C2C=CC=CC=2)C=CC=CC=1.C1(P(C2C=CC=CC=2)C2C=CC=CC=2)C=CC=CC=1. The product is [C:32]1([CH2:38][C:39]#[C:40][C:2]2[CH:3]=[C:4]([C:8]3[N:9]=[N:10][N:11]([CH2:13][C:14]4[CH:22]=[CH:21][C:17]([C:18]([OH:20])=[O:19])=[CH:16][CH:15]=4)[N:12]=3)[CH:5]=[CH:6][CH:7]=2)[CH:37]=[CH:36][CH:35]=[CH:34][CH:33]=1. The yield is 0.380. (2) The reactants are [CH3:1][C:2]1[C:16](=[O:17])[N:15]=[C:14]2[N:4]([C@@H:5]3[O:9][C@H:8]([CH2:10][OH:11])[C@@H:7]([OH:12])[C@@H:6]3[O:13]2)[CH:3]=1.[CH3:18][O:19][CH2:20][CH2:21][O:22]B([O:22][CH2:21][CH2:20][O:19][CH3:18])[O:22][CH2:21][CH2:20][O:19][CH3:18]. The catalyst is COCCO. The product is [CH3:18][O:19][CH2:20][CH2:21][O:22][C@@H:6]1[C@H:7]([OH:12])[C@@H:8]([CH2:10][OH:11])[O:9][C@H:5]1[N:4]1[CH:3]=[C:2]([CH3:1])[C:16](=[O:17])[NH:15][C:14]1=[O:13]. The yield is 0.630. (3) The reactants are O.[OH-].[Li+].[F:4][C:5]1[CH:10]=[CH:9][C:8]([NH:11][C:12]2[O:16][C:15]([C:17]3[NH:18][C:19]4[CH:25]=[C:24]([O:26][C@@H:27]5[CH2:32][CH2:31][C@H:30]([C:33]([O:35]CC)=[O:34])[CH2:29][CH2:28]5)[CH:23]=[CH:22][C:20]=4[N:21]=3)=[N:14][N:13]=2)=[CH:7][CH:6]=1.CO.O. The catalyst is C1COCC1. The product is [F:4][C:5]1[CH:10]=[CH:9][C:8]([NH:11][C:12]2[O:16][C:15]([C:17]3[NH:18][C:19]4[CH:25]=[C:24]([O:26][C@@H:27]5[CH2:28][CH2:29][C@H:30]([C:33]([OH:35])=[O:34])[CH2:31][CH2:32]5)[CH:23]=[CH:22][C:20]=4[N:21]=3)=[N:14][N:13]=2)=[CH:7][CH:6]=1. The yield is 0.660. (4) The product is [Cl:24][C:8]1[C:7]2[N:21]=[C:3]([S:2][CH3:1])[N:4]=[CH:5][C:6]=2[C:15]2[CH:14]=[CH:13][C:12]([C:16]([O:18][CH3:19])=[O:17])=[CH:11][C:10]=2[N:9]=1. The yield is 0.630. The reactants are [CH3:1][S:2][C:3]1[N:4]=[CH:5][C:6]2[C:15]3[CH:14]=[CH:13][C:12]([C:16]([O:18][CH3:19])=[O:17])=[CH:11][C:10]=3[NH:9][C:8](=O)[C:7]=2[N:21]=1.O=P(Cl)(Cl)[Cl:24].CCN(C(C)C)C(C)C. The catalyst is C1(C)C=CC=CC=1. (5) The reactants are [CH3:1][O:2][C:3]1[CH:15]=[CH:14][C:6]([CH2:7][C:8]2([CH3:13])OCC[O:9]2)=[CH:5][CH:4]=1.S([O-])(OCCCCCCCCCCCC)(=O)=O.[Na+].O.C1(C)C=CC(S(O)(=O)=O)=CC=1.[H-].[H-].[H-].[H-].[Li+].[Al+3]. The catalyst is O.C(OCC)C.C1COCC1. The product is [CH3:1][O:2][C:3]1[CH:15]=[CH:14][C:6]([CH2:7][CH:8]([OH:9])[CH3:13])=[CH:5][CH:4]=1. The yield is 0.830.